This data is from Full USPTO retrosynthesis dataset with 1.9M reactions from patents (1976-2016). The task is: Predict the reactants needed to synthesize the given product. Given the product [C:16]([O:15][C:13]([NH:12][C:10]1[CH:11]=[C:7]([C:5]2[CH:4]=[CH:3][N:2]=[CH:20][N:26]=2)[S:8][CH:9]=1)=[O:14])([CH3:17])([CH3:18])[CH3:19], predict the reactants needed to synthesize it. The reactants are: C[N:2]([CH3:20])[CH:3]=[CH:4][C:5]([C:7]1[S:8][CH:9]=[C:10]([NH:12][C:13]([O:15][C:16]([CH3:19])([CH3:18])[CH3:17])=[O:14])[CH:11]=1)=O.C(O)(=O)C.C(N)=[NH:26].C(OCC)(=O)C.